This data is from Reaction yield outcomes from USPTO patents with 853,638 reactions. The task is: Predict the reaction yield, written as a fraction of the theoretical maximum amount of product (1.0 means a 100% yield; for example, 0.34 means a 34% yield). (1) The reactants are [O:1]1[C:5]([C:6]2[CH:14]=[CH:13][C:9]([C:10](O)=[O:11])=[CH:8][CH:7]=2)=[CH:4][N:3]=[CH:2]1.CC[N:17](CC)CC.ClC(OCC(C)C)=O.[NH4+].[OH-]. The catalyst is C1COCC1. The product is [O:1]1[C:5]([C:6]2[CH:14]=[CH:13][C:9]([C:10]([NH2:17])=[O:11])=[CH:8][CH:7]=2)=[CH:4][N:3]=[CH:2]1. The yield is 0.480. (2) The reactants are [C:1]([CH2:4][CH2:5][NH:6][C:7]1[CH:12]=[CH:11][C:10]([C:13]2[CH:14]=[C:15]([C:23]3[CH:28]=[CH:27][C:26]([C:29]([O:31][CH2:32][CH3:33])=[O:30])=[CH:25][CH:24]=3)[CH:16]=[CH:17][C:18]=2[CH2:19][CH2:20][CH2:21]Br)=[CH:9][C:8]=1[C:34]([CH3:37])([CH3:36])[CH3:35])(=[O:3])[CH3:2].[CH:38]1([NH2:41])[CH2:40][CH2:39]1. No catalyst specified. The product is [C:1]([CH2:4][CH2:5][NH:6][C:7]1[CH:12]=[CH:11][C:10]([C:13]2[CH:14]=[C:15]([C:23]3[CH:28]=[CH:27][C:26]([C:29]([O:31][CH2:32][CH3:33])=[O:30])=[CH:25][CH:24]=3)[CH:16]=[CH:17][C:18]=2[CH2:19][CH2:20][CH2:21][NH:41][CH:38]2[CH2:40][CH2:39]2)=[CH:9][C:8]=1[C:34]([CH3:37])([CH3:36])[CH3:35])(=[O:3])[CH3:2]. The yield is 0.570. (3) The reactants are [CH3:1][N:2]1[CH2:7][CH2:6][NH:5][CH2:4][CH2:3]1.F[C:9]1[CH:21]=[CH:20][C:12]([C:13]([O:15][C:16]([CH3:19])([CH3:18])[CH3:17])=[O:14])=[C:11]([N+:22]([O-:24])=[O:23])[CH:10]=1. The product is [CH3:1][N:2]1[CH2:7][CH2:6][N:5]([C:9]2[CH:21]=[CH:20][C:12]([C:13]([O:15][C:16]([CH3:18])([CH3:19])[CH3:17])=[O:14])=[C:11]([N+:22]([O-:24])=[O:23])[CH:10]=2)[CH2:4][CH2:3]1. The yield is 0.900. The catalyst is O. (4) The reactants are [NH2:1][C:2]1[NH:6][N:5]=[C:4]([CH3:7])[C:3]=1[C:8]1[S:9][C:10]2[CH:16]=[C:15]([S:17](Cl)(=[O:19])=[O:18])[C:14]([F:21])=[CH:13][C:11]=2[N:12]=1.FC1C=CC2SC(C3C(C)=NNC=3N)=NC=2C=1.[N:39]1[CH:44]=[CH:43][C:42]([CH2:45][NH2:46])=[CH:41][CH:40]=1.C(N(CC)CC)C. The catalyst is C(Cl)(Cl)Cl. The product is [N:39]1[CH:44]=[CH:43][C:42]([CH2:45][NH:46][S:17]([C:15]2[C:14]([F:21])=[CH:13][C:11]3[N:12]=[C:8]([C:3]4[C:4]([CH3:7])=[N:5][NH:6][C:2]=4[NH2:1])[S:9][C:10]=3[CH:16]=2)(=[O:19])=[O:18])=[CH:41][CH:40]=1. The yield is 0.240.